The task is: Predict which catalyst facilitates the given reaction.. This data is from Catalyst prediction with 721,799 reactions and 888 catalyst types from USPTO. (1) Reactant: Br[C:2]1[CH:3]=[CH:4][C:5]([F:10])=[C:6]([CH:9]=1)[CH:7]=[O:8].[CH3:11][N:12]1[C:16]([CH3:17])=[C:15](B2OC(C)(C)C(C)(C)O2)[CH:14]=[N:13]1.C([O-])([O-])=O.[K+].[K+]. Product: [CH3:11][N:12]1[C:16]([CH3:17])=[C:15]([C:2]2[CH:3]=[CH:4][C:5]([F:10])=[C:6]([CH:9]=2)[CH:7]=[O:8])[CH:14]=[N:13]1. The catalyst class is: 339. (2) Reactant: Br[CH2:2][C:3]1[CH:8]=[CH:7][C:6]([C:9]2[O:10][C:11]3[CH:17]=[CH:16][CH:15]=[CH:14][C:12]=3[N:13]=2)=[CH:5][C:4]=1[O:18][CH3:19].O.[C-:21]#[N:22].[Na+]. Product: [O:10]1[C:11]2[CH:17]=[CH:16][CH:15]=[CH:14][C:12]=2[N:13]=[C:9]1[C:6]1[CH:7]=[CH:8][C:3]([CH2:2][C:21]#[N:22])=[C:4]([O:18][CH3:19])[CH:5]=1. The catalyst class is: 9. (3) Reactant: [S:1]1[C:5]([NH:6][C:7]2[CH:12]=[C:11](Cl)[N:10]=[C:9]([S:14][C:15]3[CH:20]=[CH:19][C:18]([NH:21][C:22]([CH:24]4[CH2:26][CH2:25]4)=[O:23])=[CH:17][CH:16]=3)[N:8]=2)=[N:4][CH:3]=[N:2]1.Cl.[CH:28]1([C:31]2([F:35])[CH2:34][NH:33][CH2:32]2)[CH2:30][CH2:29]1.CCN(C(C)C)C(C)C. Product: [S:1]1[C:5]([NH:6][C:7]2[CH:12]=[C:11]([N:33]3[CH2:34][C:31]([CH:28]4[CH2:30][CH2:29]4)([F:35])[CH2:32]3)[N:10]=[C:9]([S:14][C:15]3[CH:20]=[CH:19][C:18]([NH:21][C:22]([CH:24]4[CH2:26][CH2:25]4)=[O:23])=[CH:17][CH:16]=3)[N:8]=2)=[N:4][CH:3]=[N:2]1. The catalyst class is: 12. (4) Reactant: [CH3:1][CH:2]([O:4][C:5]1[CH:6]=[C:7]([C@@:11]23[CH2:20][C@H:15]([CH2:16][C:17](=[O:19])[CH2:18]2)[N:14]([CH3:21])[CH2:13][C@H:12]3[CH3:22])[CH:8]=[CH:9][CH:10]=1)[CH3:3].[BH4-].[Na+]. Product: [CH3:3][CH:2]([O:4][C:5]1[CH:6]=[C:7]([C@@:11]23[CH2:20][C@H:15]([CH2:16][CH:17]([OH:19])[CH2:18]2)[N:14]([CH3:21])[CH2:13][C@H:12]3[CH3:22])[CH:8]=[CH:9][CH:10]=1)[CH3:1]. The catalyst class is: 8. (5) Reactant: Cl[C:2]1[CH:3]=[C:4]2[C:12](=[O:13])[C:11]3[CH:14]=[C:15](Cl)[N:16]=[CH:17][C:10]=3[CH:9]=[CH:8][C:5]2=[N:6][CH:7]=1.[CH3:19][O:20][C:21]1[CH:28]=[C:27]([O:29][CH3:30])[CH:26]=[CH:25][C:22]=1[CH2:23][NH2:24].C([O-])([O-])=O.[K+].[K+]. Product: [CH3:19][O:20][C:21]1[CH:28]=[C:27]([O:29][CH3:30])[CH:26]=[CH:25][C:22]=1[CH2:23][NH:24][C:15]1[N:16]=[CH:17][C:10]2[CH:9]=[CH:8][C:5]3=[N:6][CH:7]=[CH:2][CH:3]=[C:4]3[C:12](=[O:13])[C:11]=2[CH:14]=1. The catalyst class is: 3. (6) The catalyst class is: 47. Product: [F:11][C:12]1[CH:17]=[CH:16][C:15]([C:18]([N:20]2[CH2:25][CH2:24][N:23]3[N:26]=[C:27]([O:29][CH2:2][C:3]4[CH:4]=[C:5]([CH:8]=[CH:9][CH:10]=4)[C:6]#[N:7])[CH:28]=[C:22]3[CH2:21]2)=[O:19])=[CH:14][CH:13]=1. Reactant: Br[CH2:2][C:3]1[CH:4]=[C:5]([CH:8]=[CH:9][CH:10]=1)[C:6]#[N:7].[F:11][C:12]1[CH:17]=[CH:16][C:15]([C:18]([N:20]2[CH2:25][CH2:24][N:23]3[N:26]=[C:27]([OH:29])[CH:28]=[C:22]3[CH2:21]2)=[O:19])=[CH:14][CH:13]=1.C([O-])([O-])=O.[Cs+].[Cs+].